From a dataset of Forward reaction prediction with 1.9M reactions from USPTO patents (1976-2016). Predict the product of the given reaction. (1) Given the reactants C([O:8][C:9]1[CH:25]=[CH:24][C:12]([O:13][CH2:14][CH2:15][CH2:16][CH2:17][CH2:18][C:19]([O:21][CH2:22][CH3:23])=[O:20])=[CH:11][CH:10]=1)C1C=CC=CC=1, predict the reaction product. The product is: [OH:8][C:9]1[CH:10]=[CH:11][C:12]([O:13][CH2:14][CH2:15][CH2:16][CH2:17][CH2:18][C:19]([O:21][CH2:22][CH3:23])=[O:20])=[CH:24][CH:25]=1. (2) Given the reactants [NH:1]1[CH2:5][CH2:4][CH:3]([C:6]([OH:8])=[O:7])[CH2:2]1.Cl[C:10]1[N:15]=[C:14]([NH2:16])[CH:13]=[CH:12][N:11]=1, predict the reaction product. The product is: [NH2:16][C:14]1[CH:13]=[CH:12][N:11]=[C:10]([N:1]2[CH2:5][CH2:4][CH:3]([C:6]([OH:8])=[O:7])[CH2:2]2)[N:15]=1. (3) The product is: [C:1]([O:4][CH2:5][CH:6]([OH:30])[C@@H:7]([N:15]([CH2:23][C:24]1[CH:29]=[CH:28][CH:27]=[CH:26][CH:25]=1)[CH2:16][C:17]1[CH:18]=[CH:19][CH:20]=[CH:21][CH:22]=1)[CH2:8][C:9]1[CH:14]=[CH:13][CH:12]=[CH:11][CH:10]=1)(=[O:3])[CH3:2]. Given the reactants [C:1]([O:4][CH:5](SC)[C:6](=[O:30])[C@@H:7]([N:15]([CH2:23][C:24]1[CH:29]=[CH:28][CH:27]=[CH:26][CH:25]=1)[CH2:16][C:17]1[CH:22]=[CH:21][CH:20]=[CH:19][CH:18]=1)[CH2:8][C:9]1[CH:14]=[CH:13][CH:12]=[CH:11][CH:10]=1)(=[O:3])[CH3:2].CCO.[BH4-].[Na+].Cl, predict the reaction product. (4) The product is: [N+:1]([C:4]1[CH:5]=[C:6]2[C:10](=[CH:11][CH:12]=1)[NH:9][CH:8]=[C:7]2[C:14]1[CH2:19][CH2:18][N:17]([C:20]([O:22][C:23]([CH3:26])([CH3:25])[CH3:24])=[O:21])[CH2:16][CH:15]=1)([O-:3])=[O:2]. Given the reactants [N+:1]([C:4]1[CH:5]=[C:6]2[C:10](=[CH:11][CH:12]=1)[NH:9][CH:8]=[CH:7]2)([O-:3])=[O:2].O=[C:14]1[CH2:19][CH2:18][N:17]([C:20]([O:22][C:23]([CH3:26])([CH3:25])[CH3:24])=[O:21])[CH2:16][CH2:15]1.N1CCCC1, predict the reaction product. (5) Given the reactants Br.[NH2:2][C:3]1[C:4]([O:17]C)=[C:5]([C:9]2[CH:10]=[C:11]([C:14]([OH:16])=[O:15])[S:12][CH:13]=2)[CH:6]=[CH:7][CH:8]=1.B(Br)(Br)[Br:20].CO, predict the reaction product. The product is: [BrH:20].[NH2:2][C:3]1[C:4]([OH:17])=[C:5]([C:9]2[CH:10]=[C:11]([C:14]([OH:16])=[O:15])[S:12][CH:13]=2)[CH:6]=[CH:7][CH:8]=1.